This data is from Reaction yield outcomes from USPTO patents with 853,638 reactions. The task is: Predict the reaction yield, written as a fraction of the theoretical maximum amount of product (1.0 means a 100% yield; for example, 0.34 means a 34% yield). The reactants are C1(C)C=CC(S(O)(=O)=O)=CC=1.[Cl:12][C:13]1[CH:14]=[C:15]([CH:20]=[O:21])[CH:16]=[N:17][C:18]=1[CH3:19].[CH2:22](O)[CH2:23][OH:24].C1(C)C=CC=CC=1. The catalyst is O. The product is [Cl:12][C:13]1[C:18]([CH3:19])=[N:17][CH:16]=[C:15]([CH:20]2[O:24][CH2:23][CH2:22][O:21]2)[CH:14]=1. The yield is 0.860.